Predict which catalyst facilitates the given reaction. From a dataset of Catalyst prediction with 721,799 reactions and 888 catalyst types from USPTO. (1) Reactant: C([O:9][CH2:10][CH2:11][O:12][CH2:13][CH2:14][N:15]1[C:23]2[C:22]([NH:24][C:25]3[CH:30]=[CH:29][C:28]([O:31][C:32]4[CH:37]=[CH:36][CH:35]=[C:34](C(=O)C)[CH:33]=4)=[C:27]([Cl:41])[CH:26]=3)=[N:21][CH:20]=[N:19][C:18]=2[CH:17]=[CH:16]1)(=O)C1C=CC=CC=1.Cl.[NH2:43][OH:44].[C:45]([O-])(=O)[CH3:46].[Na+].O. Product: [ClH:41].[Cl:41][C:27]1[CH:26]=[C:25]([NH:24][C:22]2[C:23]3[N:15]([CH2:14][CH2:13][O:12][CH2:11][CH2:10][OH:9])[CH:16]=[CH:17][C:18]=3[N:19]=[CH:20][N:21]=2)[CH:30]=[CH:29][C:28]=1[O:31][C:32]1[CH:33]=[C:34](/[C:45](=[N:43]/[OH:44])/[CH3:46])[CH:35]=[CH:36][CH:37]=1. The catalyst class is: 8. (2) Reactant: [NH2:1][C:2]1[C:7]([N+:8]([O-:10])=[O:9])=[CH:6][CH:5]=[CH:4][C:3]=1[OH:11].[Cl:12][C:13]1[CH:18]=[CH:17][CH:16]=[C:15]([CH2:19][N:20]=[C:21]=S)[CH:14]=1. Product: [Cl:12][C:13]1[CH:14]=[C:15]([CH:16]=[CH:17][CH:18]=1)[CH2:19][NH:20][C:21]1[O:11][C:3]2[CH:4]=[CH:5][CH:6]=[C:7]([N+:8]([O-:10])=[O:9])[C:2]=2[N:1]=1. The catalyst class is: 15.